From a dataset of Full USPTO retrosynthesis dataset with 1.9M reactions from patents (1976-2016). Predict the reactants needed to synthesize the given product. Given the product [NH2:1][C:2]1[S:3][C@:4]2([CH2:28][CH2:29][C:30]([N:32]([CH3:34])[CH3:33])=[O:31])[C@H:6]([C@:7]([C:11]3[CH:12]=[C:13]([NH:18][C:19](=[O:27])[C:20]4[CH:25]=[CH:24][C:23]([Cl:26])=[CH:22][N:21]=4)[CH:14]=[CH:15][C:16]=3[F:17])([CH2:9][F:10])[N:8]=1)[CH2:5]2, predict the reactants needed to synthesize it. The reactants are: [NH2:1][C:2]1[S:3][C@:4]2(/[CH:28]=[CH:29]/[C:30]([N:32]([CH3:34])[CH3:33])=[O:31])[C@H:6]([C@:7]([C:11]3[CH:12]=[C:13]([NH:18][C:19](=[O:27])[C:20]4[CH:25]=[CH:24][C:23]([Cl:26])=[CH:22][N:21]=4)[CH:14]=[CH:15][C:16]=3[F:17])([CH2:9][F:10])[N:8]=1)[CH2:5]2.[BH4-].[Li+].